This data is from Full USPTO retrosynthesis dataset with 1.9M reactions from patents (1976-2016). The task is: Predict the reactants needed to synthesize the given product. (1) The reactants are: [CH3:1][NH:2][C:3](=[O:6])[CH:4]=[CH2:5].[CH3:7][O:8][CH2:9][CH2:10][NH2:11].CCO. Given the product [CH3:7][O:8][CH2:9][CH2:10][NH:11][CH2:5][CH2:4][C:3]([NH:2][CH3:1])=[O:6], predict the reactants needed to synthesize it. (2) Given the product [CH3:31][C:17]1[N:18]=[C:19]([C:21]2[CH:22]=[CH:23][C:24]([C:27]([F:30])([F:28])[F:29])=[CH:25][CH:26]=2)[S:20][C:16]=1[CH2:15][S:14][C:10]1[CH:9]=[C:8]2[C:13](=[CH:12][CH:11]=1)[N:5]([CH2:4][C:3]([OH:32])=[O:2])[CH:6]=[CH:7]2, predict the reactants needed to synthesize it. The reactants are: C[O:2][C:3](=[O:32])[CH2:4][N:5]1[C:13]2[C:8](=[CH:9][C:10]([S:14][CH2:15][C:16]3[S:20][C:19]([C:21]4[CH:26]=[CH:25][C:24]([C:27]([F:30])([F:29])[F:28])=[CH:23][CH:22]=4)=[N:18][C:17]=3[CH3:31])=[CH:11][CH:12]=2)[CH2:7][CH2:6]1.COC(=O)CN1C2C(=CC(S)=CC=2)CC1.COC(=O)CN1C2C(=CC(SCC3SC(C4C=CC(C(F)(F)F)=CC=4)=NC=3C)=CC=2)C=C1.ClC1C(=O)C(=O)C(Cl)=C(Cl)C=1Cl. (3) Given the product [NH2:11][C:5]1[CH:4]=[CH:3][C:2]([CH3:1])=[CH:10][C:6]=1[C:7]([OH:9])=[O:8], predict the reactants needed to synthesize it. The reactants are: [CH3:1][C:2]1[CH:3]=[CH:4][C:5]([N+:11]([O-])=O)=[C:6]([CH:10]=1)[C:7]([OH:9])=[O:8].